This data is from Full USPTO retrosynthesis dataset with 1.9M reactions from patents (1976-2016). The task is: Predict the reactants needed to synthesize the given product. (1) Given the product [CH3:20][N:19]([CH2:18][C:14]1[CH:13]=[C:12]([C:3]2[CH:4]=[C:5]3[C:9](=[CH:10][C:2]=2[F:1])[NH:8][N:7]=[C:6]3[CH:31]=[O:32])[CH:17]=[N:16][CH:15]=1)[CH3:21], predict the reactants needed to synthesize it. The reactants are: [F:1][C:2]1[CH:10]=[C:9]2[C:5]([C:6](I)=[N:7][NH:8]2)=[CH:4][C:3]=1[C:12]1[CH:13]=[C:14]([CH2:18][N:19]([CH3:21])[CH3:20])[CH:15]=[N:16][CH:17]=1.[H-].[Na+].C([Mg]Cl)(C)C.N1(C=O)CC[O:32][CH2:31]C1. (2) The reactants are: O=S(Cl)Cl.[Cl:5][CH2:6][CH2:7][CH2:8][C:9]([OH:11])=[O:10].[CH3:12][CH2:13]O. Given the product [CH2:12]([O:10][C:9](=[O:11])[CH2:8][CH2:7][CH2:6][Cl:5])[CH3:13], predict the reactants needed to synthesize it. (3) The reactants are: Br[CH2:2][C:3]([C:5]1[CH:10]=[CH:9][CH:8]=[C:7]([Br:11])[CH:6]=1)=[O:4].[NH:12]1[CH2:17][CH2:16][O:15][CH2:14][CH2:13]1. Given the product [Br:11][C:7]1[CH:6]=[C:5]([C:3](=[O:4])[CH2:2][N:12]2[CH2:17][CH2:16][O:15][CH2:14][CH2:13]2)[CH:10]=[CH:9][CH:8]=1, predict the reactants needed to synthesize it. (4) Given the product [C:20]([O:23][C:24](=[O:25])[NH:1][C@@H:2]1[C:10]2[C:5](=[CH:6][CH:7]=[CH:8][CH:9]=2)[CH2:4][C@@H:3]1[OH:11])([CH3:22])([CH3:21])[CH3:19], predict the reactants needed to synthesize it. The reactants are: [NH2:1][C@@H:2]1[C:10]2[C:5](=[CH:6][CH:7]=[CH:8][CH:9]=2)[CH2:4][C@@H:3]1[OH:11].C(N(CC)CC)C.[CH3:19][C:20]([O:23][C:24](O[C:24]([O:23][C:20]([CH3:22])([CH3:21])[CH3:19])=[O:25])=[O:25])([CH3:22])[CH3:21]. (5) Given the product [CH3:24][O:23][C:18]1[CH:19]=[C:20]2[C:15](=[CH:16][CH:17]=1)[N:14]=[C:13]([CH:25]1[CH2:6][CH2:5][CH:4]([C:7]([O:9][CH2:10][CH3:11])=[O:8])[CH2:3][CH2:2]1)[CH:22]=[CH:21]2, predict the reactants needed to synthesize it. The reactants are: N1[CH2:6][CH2:5][CH:4]([C:7]([O:9][CH2:10][CH3:11])=[O:8])[CH2:3][CH2:2]1.Cl[C:13]1[CH:22]=[CH:21][C:20]2[C:15](=[CH:16][CH:17]=[C:18]([O:23][CH3:24])[CH:19]=2)[N:14]=1.[CH3:25]C#N. (6) Given the product [C:11]([C:10]1[N:18]2[CH:17]=[CH:16][N:19]=[C:1]2[C:3]2[CH:8]=[CH:7][CH:6]=[CH:5][C:4]=2[N:9]=1)([CH3:14])([CH3:13])[CH3:12], predict the reactants needed to synthesize it. The reactants are: [CH:1]([C:3]1[CH:8]=[CH:7][CH:6]=[CH:5][C:4]=1[NH:9][C:10](=O)[C:11]([CH3:14])([CH3:13])[CH3:12])=O.[CH2:16]([NH2:19])[CH2:17][NH2:18].[N+](C1C=CC=CC=1)([O-])=O.C(Cl)(=O)C(C)(C)C.